Dataset: CYP3A4 inhibition data for predicting drug metabolism from PubChem BioAssay. Task: Regression/Classification. Given a drug SMILES string, predict its absorption, distribution, metabolism, or excretion properties. Task type varies by dataset: regression for continuous measurements (e.g., permeability, clearance, half-life) or binary classification for categorical outcomes (e.g., BBB penetration, CYP inhibition). Dataset: cyp3a4_veith. The compound is Cc1ccc(COc2coc(CO)cc2=O)cc1. The result is 0 (non-inhibitor).